Task: Predict the reactants needed to synthesize the given product.. Dataset: Full USPTO retrosynthesis dataset with 1.9M reactions from patents (1976-2016) (1) Given the product [F:3][C:4]1[CH:9]=[CH:8][CH:7]=[CH:6][C:5]=1[C:10]1([C:11]([O:13][CH3:14])=[O:12])[CH2:27][CH2:26][N:18]([C:19]([O:20][C:21]([CH3:23])([CH3:22])[CH3:24])=[O:25])[CH2:17][CH2:16]1, predict the reactants needed to synthesize it. The reactants are: [H-].[Na+].[F:3][C:4]1[CH:9]=[CH:8][CH:7]=[CH:6][C:5]=1[CH2:10][C:11]([O:13][CH3:14])=[O:12].Cl[CH2:16][CH2:17][N:18]([CH2:26][CH2:27]Cl)[C:19](=[O:25])[O:20][C:21]([CH3:24])([CH3:23])[CH3:22]. (2) Given the product [Cl:7][C:8]1[CH:15]=[CH:14][C:11]([CH2:12][N:33]2[C:34]3[C:30](=[CH:29][C:28]([CH3:27])=[CH:36][CH:35]=3)[C:31](=[O:38])[C:32]2=[O:37])=[CH:10][CH:9]=1, predict the reactants needed to synthesize it. The reactants are: BrCCCCC.[Cl:7][C:8]1[CH:15]=[CH:14][C:11]([CH2:12]Cl)=[CH:10][CH:9]=1.N1C2C(=CC=CC=2)C(=O)C1=O.[CH3:27][C:28]1[CH:29]=[C:30]2[C:34](=[CH:35][CH:36]=1)[NH:33][C:32](=[O:37])[C:31]2=[O:38]. (3) Given the product [CH3:40][O:41][C:8]1[CH:13]=[CH:12][C:11]([C:14]2[CH:19]=[C:18]([C:20]3[NH:28][C:27]4[C:26]5([CH2:33][CH2:32][CH2:31][NH:30][CH2:29]5)[CH2:25][NH:24][C:23](=[O:34])[C:22]=4[CH:21]=3)[CH:17]=[CH:16][N:15]=2)=[CH:10][C:9]=1[NH:35][C:36](=[O:39])[CH:37]=[CH2:38], predict the reactants needed to synthesize it. The reactants are: CN1CCN([C:8]2[CH:13]=[CH:12][C:11]([C:14]3[CH:19]=[C:18]([C:20]4[NH:28][C:27]5[C:26]6([CH2:33][CH2:32][CH2:31][NH:30][CH2:29]6)[CH2:25][NH:24][C:23](=[O:34])[C:22]=5[CH:21]=4)[CH:17]=[CH:16][N:15]=3)=[CH:10][C:9]=2[NH:35][C:36](=[O:39])[CH:37]=[CH2:38])CC1.[CH3:40][O:41]C1C=CC(B2OC(C)(C)C(C)(C)O2)=CC=1NC(=O)C=C. (4) Given the product [CH3:25][C:24]1[N:20]([CH2:19][C:16]2[CH:17]=[CH:18][C:13]([C:10]#[C:9][CH2:8][OH:11])=[N:14][CH:15]=2)[N:21]=[C:22]([C:26]2[O:30][N:29]=[C:28]([C:31]3[CH:36]=[CH:35][C:34]([O:37][C:38]([F:41])([F:39])[F:40])=[CH:33][CH:32]=3)[N:27]=2)[CH:23]=1, predict the reactants needed to synthesize it. The reactants are: C(N(CC)CC)C.[CH2:8]([OH:11])[C:9]#[CH:10].Br[C:13]1[CH:18]=[CH:17][C:16]([CH2:19][N:20]2[C:24]([CH3:25])=[CH:23][C:22]([C:26]3[O:30][N:29]=[C:28]([C:31]4[CH:36]=[CH:35][C:34]([O:37][C:38]([F:41])([F:40])[F:39])=[CH:33][CH:32]=4)[N:27]=3)=[N:21]2)=[CH:15][N:14]=1.